From a dataset of HIV replication inhibition screening data with 41,000+ compounds from the AIDS Antiviral Screen. Binary Classification. Given a drug SMILES string, predict its activity (active/inactive) in a high-throughput screening assay against a specified biological target. (1) The molecule is Nc1ncc2c(ncn2CCO)n1. The result is 0 (inactive). (2) The compound is NC(=O)NN=C(Cc1cc(=O)oc2cc(O)ccc12)C(=O)Nc1ccccc1C(N)=O. The result is 0 (inactive). (3) The drug is COC(=O)c1cc2ccc(O)c(O)c2cn1. The result is 0 (inactive). (4) The compound is CNC(=O)ON=C1N(C)CN(c2ccccc2)C12CCN(CCCC(=O)c1ccc(F)cc1)CC2.Cl. The result is 0 (inactive). (5) The drug is COc1ccc(C(CC(=O)c2ccccc2)C(=O)c2ccc3c(c2)OCO3)cc1. The result is 0 (inactive). (6) The drug is COc1cc2oc(-c3ccccc3)cc(=O)c2c(O)c1C. The result is 0 (inactive).